From a dataset of HIV replication inhibition screening data with 41,000+ compounds from the AIDS Antiviral Screen. Binary Classification. Given a drug SMILES string, predict its activity (active/inactive) in a high-throughput screening assay against a specified biological target. (1) The drug is c1ccc2sc(N3CCCCC3)nc2c1. The result is 0 (inactive). (2) The result is 0 (inactive). The compound is Cc1oc(N)c(C#N)c1C. (3) The drug is CCCC(=O)NC(Nc1cc(C)ccn1)(C(=O)OCC)C(F)(F)F. The result is 1 (active). (4) The molecule is O=[N+]([O-])c1cccc(C2ON2C2CCCCC2)c1. The result is 0 (inactive). (5) The molecule is CN(C)N=Nc1ccc(S(N)(=O)=O)cc1. The result is 0 (inactive).